From a dataset of Forward reaction prediction with 1.9M reactions from USPTO patents (1976-2016). Predict the product of the given reaction. (1) Given the reactants [CH3:1][C:2]1[CH:7]=[C:6]([CH3:8])[CH:5]=[CH:4][C:3]=1[C:9]1[C:18]2[C:13](=[CH:14][CH:15]=[CH:16][CH:17]=2)[C:12](=[O:19])[N:11]([CH3:20])[C:10]=1[CH:21]([CH2:25][CH:26]=[CH2:27])[C:22]([OH:24])=[O:23], predict the reaction product. The product is: [CH3:1][C:2]1[CH:7]=[C:6]([CH3:8])[CH:5]=[CH:4][C:3]=1[C:9]1[C:18]2[C:13](=[CH:14][CH:15]=[CH:16][CH:17]=2)[C:12](=[O:19])[N:11]([CH3:20])[C:10]=1[CH:21]([CH2:25][CH2:26][CH3:27])[C:22]([OH:24])=[O:23]. (2) Given the reactants [F:1][C:2]([F:11])([F:10])[CH:3]1[CH2:8][CH2:7][CH2:6][CH2:5][C:4]1=O.[C:12]1([C@@H:18]([NH2:20])[CH3:19])[CH:17]=[CH:16][CH:15]=[CH:14][CH:13]=1.[BH-](OC(C)=O)(OC(C)=O)OC(C)=O.[Na+].C(=O)([O-])O.[Na+], predict the reaction product. The product is: [C:12]1([C@H:18]([NH:20][C@@H:4]2[CH2:5][CH2:6][CH2:7][CH2:8][C@@H:3]2[C:2]([F:11])([F:10])[F:1])[CH3:19])[CH:17]=[CH:16][CH:15]=[CH:14][CH:13]=1. (3) Given the reactants [CH2:1]([S:4](Cl)(=[O:6])=[O:5])[CH2:2][CH3:3].N1C=CC=CC=1.[NH:14]1[CH:18]=[C:17]([CH:19]2[CH2:28][CH2:27][CH2:26][C:25]3[C:24]([NH2:29])=[CH:23][CH:22]=[CH:21][C:20]2=3)[N:16]=[CH:15]1.C(O)C(N)(CO)CO, predict the reaction product. The product is: [NH:16]1[C:17]([CH:19]2[CH2:28][CH2:27][CH2:26][C:25]3[C:24]([NH:29][S:4]([CH2:1][CH2:2][CH3:3])(=[O:6])=[O:5])=[CH:23][CH:22]=[CH:21][C:20]2=3)=[CH:18][N:14]=[CH:15]1. (4) Given the reactants [Cl:1][C:2]1[CH:7]=[CH:6][CH:5]=[CH:4][C:3]=1B(O)O.Br[C:12]1[CH:17]=[CH:16][CH:15]=[CH:14][N:13]=1.C(=O)([O-])[O-].[K+].[K+], predict the reaction product. The product is: [Cl:1][C:2]1[CH:7]=[CH:6][CH:5]=[CH:4][C:3]=1[C:12]1[CH:17]=[CH:16][CH:15]=[CH:14][N:13]=1. (5) Given the reactants CCCCN1C=[N+](C)C=C1.[CH:11]1[CH:16]=[CH:15][CH:14]=[CH:13][CH:12]=1.[CH2:17]=[CH:18][CH2:19][CH2:20][CH2:21][CH2:22][CH2:23][CH3:24], predict the reaction product. The product is: [CH2:17]([C:11]1[CH:16]=[CH:15][CH:14]=[CH:13][CH:12]=1)[CH2:18][CH2:19][CH2:20][CH2:21][CH2:22][CH2:23][CH3:24].[CH2:17]=[CH:18][CH2:19][CH2:20][CH2:21][CH2:22][CH2:23][CH3:24].